This data is from Forward reaction prediction with 1.9M reactions from USPTO patents (1976-2016). The task is: Predict the product of the given reaction. (1) The product is: [CH3:26][C:21]1([CH3:27])[C:22]([CH3:25])([CH3:24])[O:23][B:19]([C:14]2[CH:15]=[CH:16][C:11]([C:10]([C@@H:6]3[CH2:7][CH2:8][CH2:9][C@H:5]3[C:3]([O:2][CH3:1])=[O:4])=[O:18])=[CH:12][CH:13]=2)[O:20]1. Given the reactants [CH3:1][O:2][C:3]([C@@H:5]1[CH2:9][CH2:8][CH2:7][C@H:6]1[C:10](=[O:18])[C:11]1[CH:16]=[CH:15][C:14](Br)=[CH:13][CH:12]=1)=[O:4].[B:19]1([B:19]2[O:23][C:22]([CH3:25])([CH3:24])[C:21]([CH3:27])([CH3:26])[O:20]2)[O:23][C:22]([CH3:25])([CH3:24])[C:21]([CH3:27])([CH3:26])[O:20]1.C([O-])(=O)C.[K+].ClCCl, predict the reaction product. (2) Given the reactants [Cl:1][C:2]1[CH:3]=[CH:4][C:5]2[N:11](CC3C=CC(OC)=CC=3OC)[C:10](=[O:23])[C@@H:9]([CH2:24][C:25]([O:27][CH2:28][CH3:29])=[O:26])[O:8][C@H:7]([C:30]3[C:31]([O:36][CH3:37])=[N:32][CH:33]=[CH:34][CH:35]=3)[C:6]=2[CH:38]=1.[N+]([O-])(O)=O.[N+]([O-])(O)=O.[N+]([O-])(O)=O.[N+]([O-])(O)=O.[N+]([O-])(O)=O.[N+]([O-])(O)=O.[Ce].C(=O)(O)[O-].[Na+].C(OCC)(=O)C, predict the reaction product. The product is: [Cl:1][C:2]1[CH:3]=[CH:4][C:5]2[NH:11][C:10](=[O:23])[C@@H:9]([CH2:24][C:25]([O:27][CH2:28][CH3:29])=[O:26])[O:8][C@H:7]([C:30]3[C:31]([O:36][CH3:37])=[N:32][CH:33]=[CH:34][CH:35]=3)[C:6]=2[CH:38]=1. (3) Given the reactants Br[C:2]1[N:3]=[CH:4][CH:5]=[C:6]2[CH:10]=[CH:9][N:8]([S:11]([C:14]3[CH:19]=[CH:18][C:17]([O:20][CH3:21])=[CH:16][CH:15]=3)(=[O:13])=[O:12])[C:7]=12.C([O-])([O-])=O.[K+].[K+].[C:28]1(B(O)O)[CH:33]=[CH:32][CH:31]=[CH:30][CH:29]=1, predict the reaction product. The product is: [CH3:21][O:20][C:17]1[CH:18]=[CH:19][C:14]([S:11]([N:8]2[C:7]3=[C:2]([C:28]4[CH:33]=[CH:32][CH:31]=[CH:30][CH:29]=4)[N:3]=[CH:4][CH:5]=[C:6]3[CH:10]=[CH:9]2)(=[O:13])=[O:12])=[CH:15][CH:16]=1. (4) Given the reactants [OH:1][C:2]1[CH:3]=[C:4]([C:8]23[CH2:15][CH2:14][C:11]([CH2:16][CH2:17][O:18][CH2:19][C:20]([O:22][C:23]([CH3:26])([CH3:25])[CH3:24])=[O:21])([CH2:12][CH2:13]2)[CH2:10][O:9]3)[CH:5]=[CH:6][CH:7]=1.[S:27](O[S:27]([C:30]([F:33])([F:32])[F:31])(=[O:29])=[O:28])([C:30]([F:33])([F:32])[F:31])(=[O:29])=[O:28], predict the reaction product. The product is: [F:31][C:30]([F:33])([F:32])[S:27]([O:1][C:2]1[CH:3]=[C:4]([C:8]23[CH2:13][CH2:12][C:11]([CH2:16][CH2:17][O:18][CH2:19][C:20]([O:22][C:23]([CH3:26])([CH3:25])[CH3:24])=[O:21])([CH2:14][CH2:15]2)[CH2:10][O:9]3)[CH:5]=[CH:6][CH:7]=1)(=[O:29])=[O:28].